The task is: Binary Classification. Given a drug SMILES string, predict its activity (active/inactive) in a high-throughput screening assay against a specified biological target.. This data is from HIV replication inhibition screening data with 41,000+ compounds from the AIDS Antiviral Screen. (1) The drug is C=CC(C1=CC(=O)C(OC)=CC1=O)c1ccc(OC)cc1. The result is 0 (inactive). (2) The molecule is Cl.Cn1cc(NC(=O)c2cc(NC(=O)CCC(=O)Nc3cc(C(=O)Nc4cc(C(=O)NCCC(=N)N)n(C)c4)n(C)c3)cn2C)cc1C(=O)NCCC(=N)N. The result is 1 (active).